This data is from Full USPTO retrosynthesis dataset with 1.9M reactions from patents (1976-2016). The task is: Predict the reactants needed to synthesize the given product. (1) Given the product [ClH:23].[CH3:1][C:2]1[S:6][C:5]2[NH:7][C:8]3[CH:9]=[CH:10][CH:11]=[CH:12][C:13]=3[N:14]=[C:15]([N:16]3[CH2:21][CH2:20][N:19]([CH3:22])[CH2:18][CH2:17]3)[C:4]=2[CH:3]=1, predict the reactants needed to synthesize it. The reactants are: [CH3:1][C:2]1[S:6][C:5]2[NH:7][C:8]3[CH:9]=[CH:10][CH:11]=[CH:12][C:13]=3[N:14]=[C:15]([N:16]3[CH2:21][CH2:20][N:19]([CH3:22])[CH2:18][CH2:17]3)[C:4]=2[CH:3]=1.[ClH:23]. (2) Given the product [CH:13]1([CH2:12][C:11]([NH2:10])([CH3:22])[C:16]2[N:20]=[C:19]([CH3:21])[O:18][N:17]=2)[CH2:15][CH2:14]1, predict the reactants needed to synthesize it. The reactants are: C(OC(=O)[NH:10][C:11]([CH3:22])([C:16]1[N:20]=[C:19]([CH3:21])[O:18][N:17]=1)[CH2:12][CH:13]1[CH2:15][CH2:14]1)C1C=CC=CC=1.[H][H]. (3) Given the product [Cl:15][C:9]1[CH:10]=[CH:11][CH:12]=[C:13]([Cl:14])[C:8]=1[C:7]([NH:6][C@H:5]([C:4]([O:3][CH3:2])=[O:37])[CH2:17][C:18]1[CH:19]=[CH:20][C:21]([C:24]2[CH2:29][CH2:28][NH:27][CH2:26][CH:25]=2)=[CH:22][CH:23]=1)=[O:16], predict the reactants needed to synthesize it. The reactants are: Cl.[CH3:2][O:3][C:4](=[O:37])[C@H:5]([CH2:17][C:18]1[CH:23]=[CH:22][C:21]([C:24]2[CH2:25][CH2:26][N:27](C(OC(C)(C)C)=O)[CH2:28][CH:29]=2)=[CH:20][CH:19]=1)[NH:6][C:7](=[O:16])[C:8]1[C:13]([Cl:14])=[CH:12][CH:11]=[CH:10][C:9]=1[Cl:15]. (4) Given the product [F:18][C:17]([F:20])([F:19])[C:14]1[CH:15]=[CH:16][C:11]([O:1][C:2]2[CH:3]=[C:4]([CH:7]=[CH:8][CH:9]=2)[CH:5]=[O:6])=[N:12][CH:13]=1, predict the reactants needed to synthesize it. The reactants are: [OH:1][C:2]1[CH:3]=[C:4]([CH:7]=[CH:8][CH:9]=1)[CH:5]=[O:6].Cl[C:11]1[CH:16]=[CH:15][C:14]([C:17]([F:20])([F:19])[F:18])=[CH:13][N:12]=1.C(=O)([O-])[O-].[K+].[K+].O. (5) Given the product [Cl:18][C:15]1[CH:16]=[CH:17][C:12]([C:11]([NH:10][C:7]2[CH:6]=[CH:5][C:4]([C@@H:2]([NH:1][C:29]3[C:28]4[C:23](=[CH:24][CH:25]=[C:26]([CH3:32])[CH:27]=4)[N:22]=[C:21]([Cl:20])[N:30]=3)[CH3:3])=[CH:9][CH:8]=2)=[O:19])=[CH:13][N:14]=1, predict the reactants needed to synthesize it. The reactants are: [NH2:1][C@H:2]([C:4]1[CH:9]=[CH:8][C:7]([NH:10][C:11](=[O:19])[C:12]2[CH:17]=[CH:16][C:15]([Cl:18])=[N:14][CH:13]=2)=[CH:6][CH:5]=1)[CH3:3].[Cl:20][C:21]1[N:30]=[C:29](Cl)[C:28]2[C:23](=[CH:24][CH:25]=[C:26]([CH3:32])[CH:27]=2)[N:22]=1.